Dataset: Forward reaction prediction with 1.9M reactions from USPTO patents (1976-2016). Task: Predict the product of the given reaction. Given the reactants [CH:1]([NH:4][CH2:5][CH2:6][OH:7])([CH3:3])[CH3:2].C1(N)CCC1.Cl[C:14]1[C:15]2[CH:34]=[CH:33][NH:32][C:16]=2[N:17]=[C:18]([NH:20][C:21]2[CH:22]=[C:23]([NH:27][S:28]([CH3:31])(=[O:30])=[O:29])[CH:24]=[CH:25][CH:26]=2)[N:19]=1.ClC1N=C(NC2C=C(NS(C)(=O)=O)C=CC=2)N=C2C=1N=CN2, predict the reaction product. The product is: [OH:7][CH2:6][CH2:5][N:4]([CH:1]([CH3:3])[CH3:2])[C:14]1[C:15]2[CH:34]=[CH:33][NH:32][C:16]=2[N:17]=[C:18]([NH:20][C:21]2[CH:22]=[C:23]([NH:27][S:28]([CH3:31])(=[O:30])=[O:29])[CH:24]=[CH:25][CH:26]=2)[N:19]=1.